This data is from Forward reaction prediction with 1.9M reactions from USPTO patents (1976-2016). The task is: Predict the product of the given reaction. (1) Given the reactants [NH2:1][C:2]1[C:3]([F:16])=[CH:4][C:5]([OH:15])=[C:6]([N:8]2[C:12](=[O:13])[N:11]([CH3:14])[N:10]=[N:9]2)[CH:7]=1.Br[C:18]([CH3:25])([CH3:24])[C:19]([O:21][CH2:22][CH3:23])=[O:20].C([O-])([O-])=O.[K+].[K+], predict the reaction product. The product is: [NH2:1][C:2]1[C:3]([F:16])=[CH:4][C:5]([O:15][C:18]([CH3:25])([CH3:24])[C:19]([O:21][CH2:22][CH3:23])=[O:20])=[C:6]([N:8]2[C:12](=[O:13])[N:11]([CH3:14])[N:10]=[N:9]2)[CH:7]=1. (2) Given the reactants Cl[C:2]1[C:3]2[CH2:11][N:10]([C:12]3[CH:19]=[CH:18][C:17]([CH3:20])=[CH:16][C:13]=3[C:14]#[N:15])[CH2:9][CH2:8][C:4]=2[N:5]=[CH:6][N:7]=1.[Si:21]([O:28][CH2:29][C@H:30]([C:32]1[CH:33]=[N:34][C:35]([O:38][CH3:39])=[N:36][CH:37]=1)[NH2:31])([C:24]([CH3:27])([CH3:26])[CH3:25])([CH3:23])[CH3:22], predict the reaction product. The product is: [Si:21]([O:28][CH2:29][C@@H:30]([NH:31][C:2]1[C:3]2[CH2:11][N:10]([C:12]3[CH:19]=[CH:18][C:17]([CH3:20])=[CH:16][C:13]=3[C:14]#[N:15])[CH2:9][CH2:8][C:4]=2[N:5]=[CH:6][N:7]=1)[C:32]1[CH:37]=[N:36][C:35]([O:38][CH3:39])=[N:34][CH:33]=1)([C:24]([CH3:27])([CH3:26])[CH3:25])([CH3:23])[CH3:22]. (3) Given the reactants [C:1]([O:5][C:6]1[CH:11]=[CH:10][C:9]([CH2:12][CH2:13][CH2:14][CH2:15]I)=[CH:8][CH:7]=1)([CH3:4])([CH3:3])[CH3:2].[CH:17]([C:19]1[NH:20][CH:21]=[CH:22][N:23]=1)=[O:18].C(=O)([O-])[O-].[K+].[K+].O, predict the reaction product. The product is: [C:1]([O:5][C:6]1[CH:11]=[CH:10][C:9]([CH2:12][CH2:13][CH2:14][CH2:15][N:20]2[CH:21]=[CH:22][N:23]=[C:19]2[CH:17]=[O:18])=[CH:8][CH:7]=1)([CH3:4])([CH3:3])[CH3:2]. (4) Given the reactants CC([N:5]([C@H:9]1[CH2:14][CH2:13][N:12]([CH2:15][CH:16]2[C:20]3=[C:21]([F:29])[CH:22]=[N:23][C:24]4[CH:25]=[CH:26][C:27](=[O:28])[N:18]([C:19]=43)[CH2:17]2)[CH2:11][C@H:10]1[OH:30])C(=O)[O-])(C)C.Cl, predict the reaction product. The product is: [NH2:5][C@H:9]1[CH2:14][CH2:13][N:12]([CH2:15][CH:16]2[C:20]3=[C:21]([F:29])[CH:22]=[N:23][C:24]4[CH:25]=[CH:26][C:27](=[O:28])[N:18]([C:19]=43)[CH2:17]2)[CH2:11][C@H:10]1[OH:30]. (5) Given the reactants OC1CCC([C:8]2[CH:18]=[CH:17][CH:16]=[CH:15][C:9]=2[C:10]([O:12][CH2:13][CH3:14])=[O:11])=CC1.CS(Cl)(=O)=O.[N-]=[N+]=[N-].[Na+].O.[C:29]1(P(C2C=CC=CC=2)C2C=CC=CC=2)C=CC=CC=1.[C:56](O[C:56]([O:58][C:59]([CH3:62])([CH3:61])[CH3:60])=[O:57])([O:58][C:59]([CH3:62])([CH3:61])[CH3:60])=[O:57].[N:63]1[CH:68]=[CH:67][CH:66]=[CH:65][CH:64]=1, predict the reaction product. The product is: [C:59]([O:58][C:56]([NH:63][CH:68]1[CH2:67][CH2:66][C:65]([C:18]2[CH:8]=[C:9]([CH:15]=[CH:16][CH:17]=2)[C:10]([O:12][CH2:13][CH3:14])=[O:11])=[CH:64][CH2:29]1)=[O:57])([CH3:60])([CH3:61])[CH3:62]. (6) Given the reactants [C:1]([O:5][C:6]([N:8]1[CH2:14][CH2:13][CH:12]2[CH:10]([O:11]2)[CH2:9]1)=[O:7])([CH3:4])([CH3:3])[CH3:2].C(N(C(C)C)CC)(C)C.[CH2:24]([NH2:31])[C:25]1[CH:30]=[CH:29][CH:28]=[CH:27][CH:26]=1.FC(F)(F)S([O-])(=O)=O.[Yb+3].FC(F)(F)S([O-])(=O)=O.FC(F)(F)S([O-])(=O)=O, predict the reaction product. The product is: [C:1]([O:5][C:6]([N:8]1[CH2:14][CH2:13][C@@H:12]([NH:31][CH2:24][C:25]2[CH:30]=[CH:29][CH:28]=[CH:27][CH:26]=2)[C@H:10]([OH:11])[CH2:9]1)=[O:7])([CH3:4])([CH3:3])[CH3:2].[C:1]([O:5][C:6]([N:8]1[CH2:14][CH2:13][C@@H:12]([OH:11])[C@H:10]([NH:31][CH2:24][C:25]2[CH:30]=[CH:29][CH:28]=[CH:27][CH:26]=2)[CH2:9]1)=[O:7])([CH3:4])([CH3:3])[CH3:2]. (7) Given the reactants [Br:1][CH2:2][CH2:3][CH2:4][OH:5].[C:6]([Si:10](Cl)([C:17]1[CH:22]=[CH:21][CH:20]=[CH:19][CH:18]=1)[C:11]1[CH:16]=[CH:15][CH:14]=[CH:13][CH:12]=1)([CH3:9])([CH3:8])[CH3:7].N1C=CN=C1, predict the reaction product. The product is: [Br:1][CH2:2][CH2:3][CH2:4][O:5][Si:10]([C:6]([CH3:9])([CH3:8])[CH3:7])([C:17]1[CH:18]=[CH:19][CH:20]=[CH:21][CH:22]=1)[C:11]1[CH:16]=[CH:15][CH:14]=[CH:13][CH:12]=1. (8) Given the reactants [CH3:1][C:2]1[CH:8]=[CH:7][CH:6]=[C:5]([CH3:9])[C:3]=1[NH2:4].[Al+3].[Cl-].[Cl-].[Cl-].[Al].[C:15]1([C:39]2[CH:44]=[CH:43][CH:42]=[CH:41][CH:40]=2)[CH:20]=[CH:19][CH:18]=[CH:17][C:16]=1[C:21]1O[C:23]([C:26]2[CH:27]=[C:28]([C:32]3[CH:37]=[CH:36][CH:35]=[CH:34][C:33]=3[CH3:38])[CH:29]=[CH:30][CH:31]=2)=[N:24][N:25]=1, predict the reaction product. The product is: [C:15]1([C:39]2[CH:40]=[CH:41][CH:42]=[CH:43][CH:44]=2)[CH:20]=[CH:19][CH:18]=[CH:17][C:16]=1[C:21]1[N:4]([C:3]2[C:5]([CH3:9])=[CH:6][CH:7]=[CH:8][C:2]=2[CH3:1])[C:23]([C:26]2[CH:27]=[C:28]([C:32]3[CH:37]=[CH:36][CH:35]=[CH:34][C:33]=3[CH3:38])[CH:29]=[CH:30][CH:31]=2)=[N:24][N:25]=1. (9) Given the reactants C[O:2][C:3]1[CH:4]=[C:5]2[C:9](=[CH:10][CH:11]=1)[C:8](=[O:12])[C:7]1([CH2:20][C:19]3[C:14](=[CH:15][CH:16]=[C:17]([O:21]C)[CH:18]=3)[CH2:13]1)[CH:6]2[CH3:23], predict the reaction product. The product is: [OH:2][C:3]1[CH:4]=[C:5]2[C:9](=[CH:10][CH:11]=1)[C:8](=[O:12])[C:7]1([CH2:20][C:19]3[C:14](=[CH:15][CH:16]=[C:17]([OH:21])[CH:18]=3)[CH2:13]1)[CH:6]2[CH3:23]. (10) Given the reactants [N:1]1([CH2:7][C:8]2[CH:9]=[C:10]([NH2:15])[C:11]([NH2:14])=[CH:12][CH:13]=2)[CH2:6][CH2:5][O:4][CH2:3][CH2:2]1.C(Cl)CCl.C1C=CC2N(O)N=NC=2C=1.[F:30][C:31]1[CH:56]=[CH:55][CH:54]=[C:53]([F:57])[C:32]=1[C:33]([N:35](CC1C=CC(OC)=CC=1)[C:36]1[S:40][CH:39]=[N:38][C:37]=1[C:41](O)=O)=[O:34].C1(OC)C=CC=CC=1, predict the reaction product. The product is: [F:30][C:31]1[CH:56]=[CH:55][CH:54]=[C:53]([F:57])[C:32]=1[C:33]([NH:35][C:36]1[S:40][CH:39]=[N:38][C:37]=1[C:41]1[NH:15][C:10]2[CH:9]=[C:8]([CH2:7][N:1]3[CH2:6][CH2:5][O:4][CH2:3][CH2:2]3)[CH:13]=[CH:12][C:11]=2[N:14]=1)=[O:34].